This data is from Catalyst prediction with 721,799 reactions and 888 catalyst types from USPTO. The task is: Predict which catalyst facilitates the given reaction. (1) Reactant: [Cl:1][C:2]1[CH:7]=[CH:6][C:5]([O:8]C)=[CH:4][C:3]=1[C:10]1[CH:35]=[C:34]([CH3:36])[C:13]2[N:14]=[C:15]([NH:18][C:19]3[CH:20]=[C:21]([S:25]([NH:28][CH2:29][CH2:30][N:31]([CH3:33])[CH3:32])(=[O:27])=[O:26])[CH:22]=[CH:23][CH:24]=3)[N:16]=[N:17][C:12]=2[CH:11]=1.B(Br)(Br)Br. Product: [Cl:1][C:2]1[CH:7]=[CH:6][C:5]([OH:8])=[CH:4][C:3]=1[C:10]1[CH:35]=[C:34]([CH3:36])[C:13]2[N:14]=[C:15]([NH:18][C:19]3[CH:20]=[C:21]([S:25]([NH:28][CH2:29][CH2:30][N:31]([CH3:33])[CH3:32])(=[O:26])=[O:27])[CH:22]=[CH:23][CH:24]=3)[N:16]=[N:17][C:12]=2[CH:11]=1. The catalyst class is: 2. (2) Reactant: [CH3:1][O:2][C:3]1[N:8]=[CH:7][C:6]([NH:9][C:10]2[C:15]([C:16]3[N:21]=[C:20]([CH3:22])[N:19]=[C:18](SC)[N:17]=3)=[CH:14][N:13]=[C:12]([N:25]3[CH2:30][CH2:29][O:28][CH2:27][CH2:26]3)[N:11]=2)=[CH:5][CH:4]=1.[NH3:31]. Product: [CH3:1][O:2][C:3]1[N:8]=[CH:7][C:6]([NH:9][C:10]2[C:15]([C:16]3[N:21]=[C:20]([CH3:22])[N:19]=[C:18]([NH2:31])[N:17]=3)=[CH:14][N:13]=[C:12]([N:25]3[CH2:30][CH2:29][O:28][CH2:27][CH2:26]3)[N:11]=2)=[CH:5][CH:4]=1. The catalyst class is: 12. (3) Reactant: C(OC(=O)C)(=[O:3])C.[CH3:8][S:9][C:10]1[CH:15]=[CH:14][N+:13]([O-])=[CH:12][C:11]=1[CH3:17].C(OCC)(=O)C. Product: [CH3:8][S:9][C:10]1[CH:15]=[CH:14][NH:13][C:12](=[O:3])[C:11]=1[CH3:17]. The catalyst class is: 5. (4) Reactant: [NH:1]1[C:10]2[C:5](=[CH:6][CH:7]=[CH:8][CH:9]=2)[CH2:4][CH2:3][CH2:2]1.[N+:11]([O-])([OH:13])=[O:12].C([O-])([O-])=O.[K+].[K+].CCOC(C)=O. Product: [N+:11]([C:8]1[CH:9]=[C:10]2[C:5]([CH2:4][CH2:3][CH2:2][NH:1]2)=[CH:6][CH:7]=1)([O-:13])=[O:12]. The catalyst class is: 65. (5) Reactant: [C:1]1([CH:7]([O:10][CH:11]2[CH2:16][CH2:15][CH2:14][CH2:13][O:12]2)[C:8]#[N:9])[CH:6]=[CH:5][CH:4]=[CH:3][CH:2]=1.Cl.[NH2:18][OH:19].C(=O)([O-])[O-].[Na+].[Na+]. Product: [OH:19]/[N:18]=[C:8](\[NH2:9])/[CH:7]([C:1]1[CH:6]=[CH:5][CH:4]=[CH:3][CH:2]=1)[O:10][CH:11]1[CH2:16][CH2:15][CH2:14][CH2:13][O:12]1. The catalyst class is: 8. (6) Reactant: Cl.[Cl:2][C:3]1[CH:11]=[CH:10][CH:9]=[C:8]2[C:4]=1[CH:5]([CH2:15][CH2:16][C:17]1([F:27])[CH2:26][CH2:25][C:20]3(OCC[O:21]3)[CH2:19][CH2:18]1)[N:6]1[CH:14]=[N:13][CH:12]=[C:7]12.C([O-])(O)=O.[Na+]. Product: [Cl:2][C:3]1[CH:11]=[CH:10][CH:9]=[C:8]2[C:4]=1[CH:5]([CH2:15][CH2:16][C:17]1([F:27])[CH2:26][CH2:25][C:20](=[O:21])[CH2:19][CH2:18]1)[N:6]1[CH:14]=[N:13][CH:12]=[C:7]12. The catalyst class is: 1. (7) Reactant: [F:1][C:2]1[CH:9]=[C:8]([N:10]2[C:18]3[CH2:17][C:16]([CH3:20])([CH3:19])[CH2:15][C:14](=[O:21])[C:13]=3[C:12]([CH3:22])=[N:11]2)[CH:7]=[C:6](F)[C:3]=1[C:4]#[N:5].[NH2:24][CH:25]([CH2:28][OH:29])[CH2:26][OH:27].C(N(C(C)C)CC)(C)C.O. Product: [F:1][C:2]1[CH:9]=[C:8]([N:10]2[C:18]3[CH2:17][C:16]([CH3:20])([CH3:19])[CH2:15][C:14](=[O:21])[C:13]=3[C:12]([CH3:22])=[N:11]2)[CH:7]=[C:6]([NH:24][CH:25]([CH2:28][OH:29])[CH2:26][OH:27])[C:3]=1[C:4]#[N:5]. The catalyst class is: 16. (8) Reactant: [CH3:1][O:2][C:3](=[O:22])[CH2:4][C:5]1[CH:10]=[C:9]([Cl:11])[C:8]([O:12][C:13]2[CH:18]=[CH:17][C:16]([NH2:19])=[C:15]([Br:20])[CH:14]=2)=[C:7]([Cl:21])[CH:6]=1.[CH3:23][CH:24]([CH3:29])[CH2:25][C:26](Cl)=[O:27].C(N(CC)CC)C. Product: [Br:20][C:15]1[CH:14]=[C:13]([CH:18]=[CH:17][C:16]=1[NH:19][C:26](=[O:27])[CH2:25][CH:24]([CH3:29])[CH3:23])[O:12][C:8]1[C:7]([Cl:21])=[CH:6][C:5]([CH2:4][C:3]([O:2][CH3:1])=[O:22])=[CH:10][C:9]=1[Cl:11]. The catalyst class is: 4.